Dataset: Reaction yield outcomes from USPTO patents with 853,638 reactions. Task: Predict the reaction yield, written as a fraction of the theoretical maximum amount of product (1.0 means a 100% yield; for example, 0.34 means a 34% yield). (1) The reactants are [F:1][C:2]1[CH:7]=[CH:6][C:5]([C:8]2[N:9]=[C:10]([C:13]([CH3:18])([CH3:17])C(O)=O)[S:11][CH:12]=2)=[CH:4][CH:3]=1.[CH2:19]([N:21]([CH2:24]C)[CH2:22]C)C.Cl[C:27]([O:29][CH2:30][CH:31]([CH3:33])[CH3:32])=[O:28].[N-:34]=[N+]=[N-].[Na+].N12CCC(CC1)[C@H](O)C2. The catalyst is C1COCC1.O. The product is [F:1][C:2]1[CH:3]=[CH:4][C:5]([C:8]2[N:9]=[C:10]([C:13]([NH:34][C:27](=[O:28])[O:29][C@H:30]3[CH:31]4[CH2:33][CH2:24][N:21]([CH2:22][CH2:32]4)[CH2:19]3)([CH3:17])[CH3:18])[S:11][CH:12]=2)=[CH:6][CH:7]=1. The yield is 0.690. (2) The catalyst is O. The product is [Br:26][C:23]1[O:22][C:21]([CH3:25])=[C:20]([C:16]2[N:11]3[N:12]=[C:13]([CH3:15])[CH:14]=[C:9]([CH:6]([CH2:7][CH3:8])[CH2:4][CH3:5])[C:10]3=[N:18][C:17]=2[CH3:19])[CH:24]=1. The yield is 0.700. The reactants are C(Cl)Cl.[CH2:4]([CH:6]([C:9]1[C:10]2[N:11]([C:16]([C:20]3[CH:24]=[CH:23][O:22][C:21]=3[CH3:25])=[C:17]([CH3:19])[N:18]=2)[N:12]=[C:13]([CH3:15])[CH:14]=1)[CH2:7][CH3:8])[CH3:5].[Br:26]N1C(=O)CCC1=O. (3) The reactants are [Br:1][C:2]1[CH:3]=[C:4]([S:9]([NH:12][C:13]2[C:14]([O:20]C)=[N:15][CH:16]=[C:17]([Cl:19])[CH:18]=2)(=[O:11])=[O:10])[CH:5]=[N:6][C:7]=1[Cl:8].B(Br)(Br)Br.C(=O)(O)[O-].[Na+]. The catalyst is C(Cl)Cl. The product is [Br:1][C:2]1[CH:3]=[C:4]([S:9]([NH:12][C:13]2[C:14]([OH:20])=[N:15][CH:16]=[C:17]([Cl:19])[CH:18]=2)(=[O:10])=[O:11])[CH:5]=[N:6][C:7]=1[Cl:8]. The yield is 0.370. (4) The reactants are [Cl:1][C:2]1[CH:7]=[CH:6][C:5]([S:8]([C:11]2[S:20][C:14]3=[N+:15]([O-])[CH:16]=[CH:17][CH:18]=[C:13]3[C:12]=2[C:21]2[CH:26]=[CH:25][C:24]([Cl:27])=[CH:23][CH:22]=2)(=[O:10])=[O:9])=[CH:4][CH:3]=1.CN(C=[O:32])C. No catalyst specified. The product is [Cl:1][C:2]1[CH:7]=[CH:6][C:5]([S:8]([C:11]2[S:20][C:14]3[NH:15][C:16](=[O:32])[CH:17]=[CH:18][C:13]=3[C:12]=2[C:21]2[CH:26]=[CH:25][C:24]([Cl:27])=[CH:23][CH:22]=2)(=[O:10])=[O:9])=[CH:4][CH:3]=1. The yield is 0.610. (5) The reactants are [C:1]1([CH2:7][CH2:8][CH2:9][CH2:10][C:11](Cl)=[O:12])[CH:6]=[CH:5][CH:4]=[CH:3][CH:2]=1.[NH2:14][C:15]1[CH:16]=[C:17]([C:21]2[S:25][C:24]([NH:26][C:27]3[CH:32]=[CH:31][C:30]([Cl:33])=[C:29]([Cl:34])[CH:28]=3)=[N:23][N:22]=2)[CH:18]=[CH:19][CH:20]=1.OS(O)(=O)=O.C(N(CC)CC)C. The catalyst is CC(N(C)C)=O. The product is [Cl:34][C:29]1[CH:28]=[C:27]([NH:26][C:24]2[S:25][C:21]([C:17]3[CH:16]=[C:15]([NH:14][C:11](=[O:12])[CH2:10][CH2:9][CH2:8][CH2:7][C:1]4[CH:6]=[CH:5][CH:4]=[CH:3][CH:2]=4)[CH:20]=[CH:19][CH:18]=3)=[N:22][N:23]=2)[CH:32]=[CH:31][C:30]=1[Cl:33]. The yield is 0.302.